Predict the product of the given reaction. From a dataset of Forward reaction prediction with 1.9M reactions from USPTO patents (1976-2016). (1) The product is: [CH3:1][O:2][C:3]1[CH:4]=[C:5]2[C:6](=[CH:8][CH:9]=1)[NH:7][CH:20]=[C:10]2[S:11]([C:14]1[CH:19]=[CH:18][CH:17]=[CH:16][CH:15]=1)(=[O:12])=[O:13]. Given the reactants [CH3:1][O:2][C:3]1[CH:9]=[CH:8][C:6]([NH2:7])=[C:5]([CH2:10][S:11]([C:14]2[CH:19]=[CH:18][CH:17]=[CH:16][CH:15]=2)(=[O:13])=[O:12])[CH:4]=1.[C:20]1(C)C=CC(S(O)(=O)=O)=CC=1.CC([O-])(C)C.[K+].C1COCC1.Cl, predict the reaction product. (2) Given the reactants [Cl:1][C:2]1[C:3]([C:9]([OH:11])=O)=[N:4][CH:5]=[C:6]([Cl:8])[N:7]=1.S(Cl)(Cl)=O.[N+:16]([C:19]1[N:24]=[C:23]([S:25]([NH2:28])(=[O:27])=[O:26])[CH:22]=[CH:21][CH:20]=1)([O-:18])=[O:17].C(N(CC)CC)C, predict the reaction product. The product is: [Cl:1][C:2]1[C:3]([C:9]([NH:28][S:25]([C:23]2[CH:22]=[CH:21][CH:20]=[C:19]([N+:16]([O-:18])=[O:17])[N:24]=2)(=[O:26])=[O:27])=[O:11])=[N:4][CH:5]=[C:6]([Cl:8])[N:7]=1. (3) Given the reactants C(N(CC)CC)C.[C:8]1([N:14]=[C:15]=[S:16])[CH:13]=[CH:12][CH:11]=[CH:10][CH:9]=1.[NH2:17][C:18]1[CH:23]=[CH:22][C:21]([S:24]([NH:27][C:28]2[CH:33]=[CH:32][CH:31]=[CH:30][CH:29]=2)(=[O:26])=[O:25])=[CH:20][CH:19]=1, predict the reaction product. The product is: [CH:11]1[CH:12]=[CH:13][C:8]([NH:14][C:15]([NH:17][C:18]2[CH:23]=[CH:22][C:21]([S:24]([NH:27][C:28]3[CH:33]=[CH:32][CH:31]=[CH:30][CH:29]=3)(=[O:26])=[O:25])=[CH:20][CH:19]=2)=[S:16])=[CH:9][CH:10]=1. (4) Given the reactants [Cl:1][C:2]1[CH:7]=[CH:6][C:5]([NH2:8])=[CH:4][C:3]=1[C:9]1[O:10][C:11]2[CH:17]=[CH:16][C:15]([CH3:18])=[CH:14][C:12]=2[N:13]=1.[N+:19]([C:22]1[CH:30]=[CH:29][CH:28]=[CH:27][C:23]=1[C:24](Cl)=[O:25])([O-:21])=[O:20], predict the reaction product. The product is: [Cl:1][C:2]1[CH:7]=[CH:6][C:5]([NH:8][C:24](=[O:25])[C:23]2[CH:27]=[CH:28][CH:29]=[CH:30][C:22]=2[N+:19]([O-:21])=[O:20])=[CH:4][C:3]=1[C:9]1[O:10][C:11]2[CH:17]=[CH:16][C:15]([CH3:18])=[CH:14][C:12]=2[N:13]=1. (5) Given the reactants [OH:1][CH:2]([C:4]1[CH:5]=[C:6]([C:10]2[C:15]3[N:16]([C:19]4[CH:24]=[CH:23][CH:22]=[CH:21][CH:20]=4)[CH:17]=[N:18][C:14]=3[CH:13]=[C:12]([C:25]([F:28])([F:27])[F:26])[CH:11]=2)[CH:7]=[CH:8][CH:9]=1)[CH3:3].[H-].[Na+].[H][H].I[CH3:34], predict the reaction product. The product is: [CH3:34][O:1][CH:2]([C:4]1[CH:5]=[C:6]([C:10]2[C:15]3[N:16]([C:19]4[CH:24]=[CH:23][CH:22]=[CH:21][CH:20]=4)[CH:17]=[N:18][C:14]=3[CH:13]=[C:12]([C:25]([F:28])([F:27])[F:26])[CH:11]=2)[CH:7]=[CH:8][CH:9]=1)[CH3:3].